From a dataset of Full USPTO retrosynthesis dataset with 1.9M reactions from patents (1976-2016). Predict the reactants needed to synthesize the given product. (1) Given the product [Cl:19][CH2:20][C:21]([N:13]1[CH2:18][CH2:17][O:16][CH2:15][CH2:14]1)=[O:22], predict the reactants needed to synthesize it. The reactants are: C(N(CC)CC)C.O1CCCC1.[NH:13]1[CH2:18][CH2:17][O:16][CH2:15][CH2:14]1.[Cl:19][CH2:20][C:21](Cl)=[O:22]. (2) Given the product [NH2:14][C:11]1[CH:10]=[C:4]([CH:3]=[C:2]([F:1])[C:12]=1[CH3:13])[C:5]([O:7][CH2:8][CH3:9])=[O:6], predict the reactants needed to synthesize it. The reactants are: [F:1][C:2]1[CH:3]=[C:4]([CH:10]=[C:11]([N+:14]([O-])=O)[C:12]=1[CH3:13])[C:5]([O:7][CH2:8][CH3:9])=[O:6]. (3) Given the product [C:9]1([S:6]([CH2:5][CH2:4][CH2:3][CH2:2][N:20]2[CH2:21][CH2:22][CH:17]([C:16]([F:24])([F:23])[F:15])[CH2:18][CH2:19]2)(=[O:8])=[O:7])[CH:14]=[CH:13][CH:12]=[CH:11][CH:10]=1, predict the reactants needed to synthesize it. The reactants are: Br[CH2:2][CH2:3][CH2:4][CH2:5][S:6]([C:9]1[CH:14]=[CH:13][CH:12]=[CH:11][CH:10]=1)(=[O:8])=[O:7].[F:15][C:16]([F:24])([F:23])[CH:17]1[CH2:22][CH2:21][NH:20][CH2:19][CH2:18]1.